This data is from Reaction yield outcomes from USPTO patents with 853,638 reactions. The task is: Predict the reaction yield, written as a fraction of the theoretical maximum amount of product (1.0 means a 100% yield; for example, 0.34 means a 34% yield). (1) The reactants are [Br:1][C:2]1[CH:9]=[C:8]([F:10])[C:5]([CH:6]=O)=[C:4]([F:11])[CH:3]=1.C(O[BH-](OC(=O)C)OC(=O)C)(=O)C.[Na+].[CH3:26][NH:27][CH3:28]. No catalyst specified. The product is [Br:1][C:2]1[CH:9]=[C:8]([F:10])[C:5]([CH2:6][N:27]([CH3:28])[CH3:26])=[C:4]([F:11])[CH:3]=1. The yield is 0.790. (2) The reactants are [N:1]1[CH:6]=[C:5]([C:7]([OH:9])=O)[CH:4]=[N:3][CH:2]=1.C1N=CN(C(N2C=NC=C2)=O)C=1.Cl.[NH2:23][CH2:24][C:25]1[CH:33]=[CH:32][CH:31]=[C:30]2[C:26]=1[C:27](=[O:43])[N:28]([CH:35]1[CH2:40][CH2:39][C:38](=[O:41])[NH:37][C:36]1=[O:42])[C:29]2=[O:34].C(N(CC)CC)C. The catalyst is CN(C=O)C. The product is [O:42]=[C:36]1[CH:35]([N:28]2[C:27](=[O:43])[C:26]3[C:30](=[CH:31][CH:32]=[CH:33][C:25]=3[CH2:24][NH:23][C:7]([C:5]3[CH:4]=[N:3][CH:2]=[N:1][CH:6]=3)=[O:9])[C:29]2=[O:34])[CH2:40][CH2:39][C:38](=[O:41])[NH:37]1. The yield is 0.500. (3) The product is [C:2]([NH:5][C:6]1[CH:7]=[C:8]([CH:12]2[CH2:13][CH2:14][N:15]([CH2:19][CH2:20][OH:21])[CH2:16][CH2:17]2)[CH:9]=[CH:10][CH:11]=1)(=[O:4])[CH3:3]. The yield is 0.560. The catalyst is CN(C)C=O. The reactants are Cl.[C:2]([NH:5][C:6]1[CH:7]=[C:8]([CH:12]2[CH2:17][CH2:16][NH:15][CH2:14][CH2:13]2)[CH:9]=[CH:10][CH:11]=1)(=[O:4])[CH3:3].Br[CH2:19][CH2:20][OH:21].C([O-])([O-])=O.[K+].[K+].O. (4) The reactants are [CH3:1][C:2]1[CH:13]=[CH:12][C:5]2[NH:6][C:7](=[O:11])[O:8][C:9](=[O:10])[C:4]=2[CH:3]=1.[H-].[Na+].[F:16][C:17]1[CH:24]=[CH:23][C:20]([CH2:21]Br)=[CH:19][CH:18]=1. The catalyst is CN(C=O)C. The product is [F:16][C:17]1[CH:24]=[CH:23][C:20]([CH2:21][N:6]2[C:5]3[CH:12]=[CH:13][C:2]([CH3:1])=[CH:3][C:4]=3[C:9](=[O:10])[O:8][C:7]2=[O:11])=[CH:19][CH:18]=1. The yield is 0.790. (5) The reactants are [CH3:1][O-:2].[Na+].[CH2:4]([O:6][CH:7]([O:10][CH2:11][CH3:12])[C:8]#[N:9])[CH3:5]. The catalyst is CO.O. The product is [CH2:4]([O:6][CH:7]([O:10][CH2:11][CH3:12])[C:8](=[NH:9])[O:2][CH3:1])[CH3:5]. The yield is 0.770.